From a dataset of Peptide-MHC class I binding affinity with 185,985 pairs from IEDB/IMGT. Regression. Given a peptide amino acid sequence and an MHC pseudo amino acid sequence, predict their binding affinity value. This is MHC class I binding data. (1) The peptide sequence is LLDPLYFEV. The MHC is HLA-A31:01 with pseudo-sequence HLA-A31:01. The binding affinity (normalized) is 0.0847. (2) The peptide sequence is SAQNISFKSI. The MHC is HLA-A02:02 with pseudo-sequence HLA-A02:02. The binding affinity (normalized) is 0. (3) The peptide sequence is IDYVPLKSAT. The MHC is HLA-B45:01 with pseudo-sequence HLA-B45:01. The binding affinity (normalized) is 0.295. (4) The binding affinity (normalized) is 0. The peptide sequence is TPGPGVRYPL. The MHC is HLA-A29:02 with pseudo-sequence HLA-A29:02. (5) The peptide sequence is YTMELCGAM. The MHC is HLA-C04:01 with pseudo-sequence HLA-C04:01. The binding affinity (normalized) is 0.0847.